Regression. Given two drug SMILES strings and cell line genomic features, predict the synergy score measuring deviation from expected non-interaction effect. From a dataset of NCI-60 drug combinations with 297,098 pairs across 59 cell lines. (1) Drug 1: C1=C(C(=O)NC(=O)N1)N(CCCl)CCCl. Drug 2: C(CCl)NC(=O)N(CCCl)N=O. Cell line: 786-0. Synergy scores: CSS=26.0, Synergy_ZIP=-2.74, Synergy_Bliss=-3.95, Synergy_Loewe=-15.4, Synergy_HSA=-3.17. (2) Drug 1: C1=CC(=CC=C1CCCC(=O)O)N(CCCl)CCCl. Drug 2: CC1CCC2CC(C(=CC=CC=CC(CC(C(=O)C(C(C(=CC(C(=O)CC(OC(=O)C3CCCCN3C(=O)C(=O)C1(O2)O)C(C)CC4CCC(C(C4)OC)OCCO)C)C)O)OC)C)C)C)OC. Cell line: IGROV1. Synergy scores: CSS=44.2, Synergy_ZIP=-3.39, Synergy_Bliss=-4.04, Synergy_Loewe=2.08, Synergy_HSA=3.48.